From a dataset of Reaction yield outcomes from USPTO patents with 853,638 reactions. Predict the reaction yield, written as a fraction of the theoretical maximum amount of product (1.0 means a 100% yield; for example, 0.34 means a 34% yield). The reactants are S(Cl)([Cl:3])=O.[I:5][C:6]1[CH:14]=[CH:13][C:9]([C:10](O)=[O:11])=[CH:8][CH:7]=1. The catalyst is C(Cl)Cl.CN(C=O)C. The product is [I:5][C:6]1[CH:14]=[CH:13][C:9]([C:10]([Cl:3])=[O:11])=[CH:8][CH:7]=1. The yield is 0.960.